From a dataset of Acute oral toxicity (LD50) regression data from Zhu et al.. Regression/Classification. Given a drug SMILES string, predict its toxicity properties. Task type varies by dataset: regression for continuous values (e.g., LD50, hERG inhibition percentage) or binary classification for toxic/non-toxic outcomes (e.g., AMES mutagenicity, cardiotoxicity, hepatotoxicity). Dataset: ld50_zhu. The compound is CC(C)CCCC(C)NN. The rat oral LD50 is 3.13, given as -log10 of the dose in mol/kg body weight (higher means more acutely toxic).